From a dataset of Experimentally validated miRNA-target interactions with 360,000+ pairs, plus equal number of negative samples. Binary Classification. Given a miRNA mature sequence and a target amino acid sequence, predict their likelihood of interaction. (1) The miRNA is hsa-miR-1293 with sequence UGGGUGGUCUGGAGAUUUGUGC. The protein sequence of the target gene is MSTGFSFGSGTLGSTTVAAGGTSTGGVFSFGTGASSNPSVGLNFGNLGSTSTPATTSAPSSGFGTGLFGSKPATGFTLGGTNTGIATTITTGLTLGTPATTSAATTGFSLGFNKPAASATPFALPITSTSASGLTLSSALTSTPAASTGFTLNNLGGTTATTTTASTGLSLGGALAGLGGSLFQSTNTGTSGLGQNALGLTLGTTAATSTAGNEGLGGIDFSSSSDKKSDKTGTRPEDSKALKDENLPPVICQDVENLQKFVKEQKQVQEEISRMSSKAMLKVQEDIKALKQLLSLAANG.... Result: 0 (no interaction). (2) The miRNA is hsa-miR-16-5p with sequence UAGCAGCACGUAAAUAUUGGCG. The protein sequence of the target gene is MAAAALPAWLSLQSRARTLRAFSTAVYSATPVPTPSLPERTPGNERPPRRKALPPRTEKMAVDQDWPSVYPVAAPFKPSAVPLPVRMGYPVKKGVPMAKEGNLELLKIPNFLHLTPVAIKKHCEALKDFCTEWPAALDSDEKCEKHFPIEIDSTDYVSSGPSVRNPRARVVVLRVKLSSLNLDDHAKKKLIKLVGERYCKTTDVLTIKTDRCPLRRQNYDYAVYLLTVLYHESWNTEEWEKSKTEADMEEYIWENSSSERNILETLLQMKAAEKNMEINKEELLGTKEIEEYKKSVVSLK.... Result: 1 (interaction).